From a dataset of Reaction yield outcomes from USPTO patents with 853,638 reactions. Predict the reaction yield, written as a fraction of the theoretical maximum amount of product (1.0 means a 100% yield; for example, 0.34 means a 34% yield). (1) The reactants are [F:1][C:2]1[CH:7]=[CH:6][C:5]([CH2:8][C:9]2[CH:18]=[C:17]3[C:12]([C:13]([OH:27])=[C:14]([C:24]([O-])=[O:25])[C:15](=[O:23])[N:16]3[CH2:19][CH:20]([CH3:22])[CH3:21])=[N:11][CH:10]=2)=[CH:4][CH:3]=1.[CH3:28][O:29][CH2:30][CH2:31][NH2:32]. No catalyst specified. The product is [F:1][C:2]1[CH:3]=[CH:4][C:5]([CH2:8][C:9]2[CH:18]=[C:17]3[C:12]([C:13]([OH:27])=[C:14]([C:24]([NH:32][CH2:31][CH2:30][O:29][CH3:28])=[O:25])[C:15](=[O:23])[N:16]3[CH2:19][CH:20]([CH3:21])[CH3:22])=[N:11][CH:10]=2)=[CH:6][CH:7]=1. The yield is 0.790. (2) The reactants are [C:1]1(=[CH:5][C:6]([NH:8][C:9]2[CH:14]=[CH:13][CH:12]=[C:11]([F:15])[CH:10]=2)=[O:7])[CH2:4][CH2:3][CH2:2]1. The catalyst is C1(C)C=CC=CC=1. The product is [F:15][C:11]1[CH:12]=[CH:13][CH:14]=[C:9]2[C:10]=1[C:1]1([CH2:4][CH2:3][CH2:2]1)[CH2:5][C:6](=[O:7])[NH:8]2. The yield is 0.140.